Dataset: Forward reaction prediction with 1.9M reactions from USPTO patents (1976-2016). Task: Predict the product of the given reaction. (1) Given the reactants C([O:4][C:5]1[CH:10]=[C:9]([C:11]#[N:12])[C:8](Br)=[C:7]([C:14]#[N:15])[C:6]=1[O:16]C(=O)C)(=O)C.[CH:20]([C:23]1[CH:24]=[C:25](B(O)O)[CH:26]=[CH:27][CH:28]=1)([CH3:22])[CH3:21], predict the reaction product. The product is: [OH:16][C:6]1[C:5]([OH:4])=[CH:10][C:9]([C:11]#[N:12])=[C:8]([C:27]2[CH:26]=[CH:25][CH:24]=[C:23]([CH:20]([CH3:22])[CH3:21])[CH:28]=2)[C:7]=1[C:14]#[N:15]. (2) Given the reactants [CH:1]([CH:3]1[CH2:8][CH2:7][CH2:6][CH2:5][CH2:4]1)=[CH2:2].Br[C:10]1[CH:11]=[C:12]([CH:15]=[CH:16][CH:17]=1)[CH:13]=[CH2:14], predict the reaction product. The product is: [CH:3]1([CH2:1][CH2:2][C:10]2[CH:17]=[CH:16][CH:15]=[C:12]([CH:13]=[CH2:14])[CH:11]=2)[CH2:8][CH2:7][CH2:6][CH2:5][CH2:4]1. (3) Given the reactants [NH:1]1[C:9]2[C:4](=[CH:5][CH:6]=[CH:7][CH:8]=2)[C:3]([C:10]([O:12][CH3:13])=[O:11])=[N:2]1.[Br:14][C:15]1[CH:16]=[C:17](B(O)O)[CH:18]=[CH:19][CH:20]=1, predict the reaction product. The product is: [Br:14][C:15]1[CH:20]=[C:19]([N:1]2[C:9]3[C:4](=[CH:5][CH:6]=[CH:7][CH:8]=3)[C:3]([C:10]([O:12][CH3:13])=[O:11])=[N:2]2)[CH:18]=[CH:17][CH:16]=1. (4) Given the reactants BrC1C=C(OC)C(N2CCN(C)CC2)=NC=1.Cl[C:18]1[CH:23]=[C:22]([O:24][CH3:25])[CH:21]=[CH:20][N:19]=1.[CH3:26][N:27]1[CH2:32][CH2:31][NH:30][C@H:29]([CH3:33])[CH2:28]1, predict the reaction product. The product is: [CH3:25][O:24][C:22]1[CH:21]=[CH:20][N:19]=[C:18]([N:30]2[CH2:31][CH2:32][N:27]([CH3:26])[CH2:28][C@H:29]2[CH3:33])[CH:23]=1. (5) Given the reactants [CH3:1][C:2]1[N:3]=[C:4]([CH2:10][CH2:11][C:12]2[C:13]([C:18]3[CH:23]=[CH:22][CH:21]=[CH:20][N:19]=3)=[N:14][O:15][C:16]=2[CH3:17])[S:5][C:6]=1[C:7](O)=[O:8].C(N1C=CN=C1)([N:26]1C=CN=C1)=O.[OH-].[NH4+], predict the reaction product. The product is: [CH3:1][C:2]1[N:3]=[C:4]([CH2:10][CH2:11][C:12]2[C:13]([C:18]3[CH:23]=[CH:22][CH:21]=[CH:20][N:19]=3)=[N:14][O:15][C:16]=2[CH3:17])[S:5][C:6]=1[C:7]([NH2:26])=[O:8]. (6) Given the reactants [F:1][C:2]1[C:11]2[C:6](=[CH:7][CH:8]=[CH:9][CH:10]=2)[CH:5]=[CH:4][CH:3]=1.[Br:12]Br.Br, predict the reaction product. The product is: [Br:12][C:5]1[C:6]2[C:11](=[CH:10][CH:9]=[CH:8][CH:7]=2)[C:2]([F:1])=[CH:3][CH:4]=1. (7) The product is: [CH2:2]([NH:6][C:16](=[O:32])[O:17][CH2:18][CH:19]1[C:31]2[CH:30]=[CH:29][CH:28]=[CH:27][C:26]=2[C:25]2[C:20]1=[CH:21][CH:22]=[CH:23][CH:24]=2)[CH2:3][C:4]#[CH:5]. Given the reactants Cl.[CH2:2]([NH2:6])[CH2:3][C:4]#[CH:5].C(N(CC)C(C)C)(C)C.[C:16](Cl)(=[O:32])[O:17][CH2:18][CH:19]1[C:31]2[CH:30]=[CH:29][CH:28]=[CH:27][C:26]=2[C:25]2[C:20]1=[CH:21][CH:22]=[CH:23][CH:24]=2, predict the reaction product. (8) Given the reactants [O:1]1C2C=CC=CC=2[O:3][B:2]1/[CH:10]=[CH:11]/[C:12]1[CH:13]=[C:14]([CH:18]=[CH:19][CH:20]=1)[C:15]([OH:17])=O.C1C=CC2N(O)N=NC=2C=1.CCN=C=NCCCN(C)C.[NH:42]1[CH2:47][CH2:46][CH:45]([C:48]2[CH:49]=[C:50]([CH:60]=[CH:61][CH:62]=2)[CH2:51][NH:52][C:53](=[O:59])[O:54][C:55]([CH3:58])([CH3:57])[CH3:56])[CH2:44][CH2:43]1.CCN(C(C)C)C(C)C, predict the reaction product. The product is: [C:55]([O:54][C:53]([NH:52][CH2:51][C:50]1[CH:49]=[C:48]([CH:45]2[CH2:46][CH2:47][N:42]([C:15]([C:14]3[CH:13]=[C:12]([CH:20]=[CH:19][CH:18]=3)/[CH:11]=[CH:10]/[B:2]([OH:1])[OH:3])=[O:17])[CH2:43][CH2:44]2)[CH:62]=[CH:61][CH:60]=1)=[O:59])([CH3:58])([CH3:56])[CH3:57]. (9) Given the reactants I[C:2]1[C:3]([C:7]([F:13])([F:12])[C:8]([F:11])([F:10])[F:9])=[N:4][NH:5][CH:6]=1.I[C:15]([F:21])([F:20])[C:16]([F:19])([F:18])[F:17], predict the reaction product. The product is: [F:12][C:7]([F:13])([C:3]1[C:2]([C:15]([F:21])([F:20])[C:16]([F:19])([F:18])[F:17])=[CH:6][NH:5][N:4]=1)[C:8]([F:11])([F:10])[F:9].